From a dataset of Full USPTO retrosynthesis dataset with 1.9M reactions from patents (1976-2016). Predict the reactants needed to synthesize the given product. Given the product [O:36]=[C:14]([C:21]1[CH:26]=[CH:25][C:24]([O:27][C:28]2[CH:33]=[CH:32][CH:31]=[CH:30][CH:29]=2)=[CH:23][CH:22]=1)[CH2:15][C:1]([O:5][CH2:6][CH3:7])=[O:8], predict the reactants needed to synthesize it. The reactants are: [C:1](=[O:8])([O:5][CH2:6][CH3:7])OCC.[H-].[Na+].ClC1C=C[C:15](C(N)=O)=[C:14]([C:21]2[CH:26]=[CH:25][C:24]([O:27][C:28]3[CH:33]=[CH:32][CH:31]=[CH:30][CH:29]=3)=[CH:23][CH:22]=2)N=1.CC(O)=[O:36].O.